Dataset: Forward reaction prediction with 1.9M reactions from USPTO patents (1976-2016). Task: Predict the product of the given reaction. (1) The product is: [CH3:1][O:2][C:3]([C:5]1[S:6][C:7]([CH:27]2[CH2:28][CH2:29][C:30]([CH3:33])([CH3:34])[CH2:31][CH2:32]2)=[CH:8][C:9]=1[N:10]([C@H:20]1[CH2:25][CH2:24][C@@H:23]([O:26][S:36]([CH3:35])(=[O:38])=[O:37])[CH2:22][CH2:21]1)[C:11]([C@H:13]1[CH2:14][CH2:15][C@H:16]([CH3:19])[CH2:17][CH2:18]1)=[O:12])=[O:4]. Given the reactants [CH3:1][O:2][C:3]([C:5]1[S:6][C:7]([CH:27]2[CH2:32][CH2:31][C:30]([CH3:34])([CH3:33])[CH2:29][CH2:28]2)=[CH:8][C:9]=1[N:10]([C@H:20]1[CH2:25][CH2:24][C@@H:23]([OH:26])[CH2:22][CH2:21]1)[C:11]([C@H:13]1[CH2:18][CH2:17][C@H:16]([CH3:19])[CH2:15][CH2:14]1)=[O:12])=[O:4].[CH3:35][S:36](Cl)(=[O:38])=[O:37].C(N(CC)CC)C.O, predict the reaction product. (2) Given the reactants [C:1]([O:5][C:6]([NH:8][C@@H:9]([CH2:45][CH2:46][CH2:47][CH2:48][CH2:49][CH:50]=C)[C:10]([N:12]1[CH2:28][C@H:27]([O:29][C:30]2[C:31]3[CH:44]=[CH:43][S:42][C:32]=3[N:33]=[C:34]([C:36]3[CH:41]=[CH:40][CH:39]=[CH:38][N:37]=3)[N:35]=2)[CH2:26][C@H:13]1[C:14]([NH:16][C@:17]1([C:22]([O:24][CH3:25])=[O:23])[CH2:19][C@H:18]1[CH:20]=C)=[O:15])=[O:11])=[O:7])([CH3:4])([CH3:3])[CH3:2], predict the reaction product. The product is: [C:1]([O:5][C:6]([NH:8][C@@H:9]1[C:10](=[O:11])[N:12]2[CH2:28][C@H:27]([O:29][C:30]3[C:31]4[CH:44]=[CH:43][S:42][C:32]=4[N:33]=[C:34]([C:36]4[CH:41]=[CH:40][CH:39]=[CH:38][N:37]=4)[N:35]=3)[CH2:26][C@H:13]2[C:14](=[O:15])[NH:16][C@:17]2([C:22]([O:24][CH3:25])=[O:23])[CH2:19][C@H:18]2[CH:20]=[CH:50][CH2:49][CH2:48][CH2:47][CH2:46][CH2:45]1)=[O:7])([CH3:4])([CH3:2])[CH3:3].